Dataset: Reaction yield outcomes from USPTO patents with 853,638 reactions. Task: Predict the reaction yield, written as a fraction of the theoretical maximum amount of product (1.0 means a 100% yield; for example, 0.34 means a 34% yield). (1) The reactants are [NH2:1][CH2:2][C:3]1[CH:4]=[C:5]([OH:9])[CH:6]=[CH:7][CH:8]=1.C(N(CC)C(C)C)(C)C.[C:19]([O:23][C:24](O[C:24]([O:23][C:19]([CH3:22])([CH3:21])[CH3:20])=[O:25])=[O:25])([CH3:22])([CH3:21])[CH3:20]. The catalyst is C(Cl)Cl.C(OCC)(=O)C. The product is [OH:9][C:5]1[CH:4]=[C:3]([CH:8]=[CH:7][CH:6]=1)[CH2:2][NH:1][C:24](=[O:25])[O:23][C:19]([CH3:22])([CH3:21])[CH3:20]. The yield is 1.00. (2) The reactants are I[C:2]1[S:3][C:4]([CH3:8])=[C:5]([CH3:7])[N:6]=1.[NH:9]1[CH2:14][CH2:13][NH:12][CH2:11][CH2:10]1. No catalyst specified. The product is [CH3:7][C:5]1[N:6]=[C:2]([N:9]2[CH2:14][CH2:13][NH:12][CH2:11][CH2:10]2)[S:3][C:4]=1[CH3:8]. The yield is 0.250. (3) The reactants are C([O:8][C:9]1[CH:10]=[C:11]2[C:16](=[CH:17][C:18]=1[O:19][CH3:20])[N:15]=[CH:14][N:13]=[C:12]2[O:21][C:22]1[C:23]([F:31])=[C:24]2[C:28](=[CH:29][CH:30]=1)[NH:27][CH:26]=[CH:25]2)C1C=CC=CC=1.C([O-])=O.[NH4+].O. The catalyst is [Pd].CN(C=O)C. The product is [F:31][C:23]1[C:22]([O:21][C:12]2[C:11]3[C:16](=[CH:17][C:18]([O:19][CH3:20])=[C:9]([OH:8])[CH:10]=3)[N:15]=[CH:14][N:13]=2)=[CH:30][CH:29]=[C:28]2[C:24]=1[CH:25]=[CH:26][NH:27]2. The yield is 0.800. (4) The reactants are [CH3:1][O:2][C:3](=[O:35])[C@@H:4]([NH:15]C(C1C=CC=CC=1)(C1C=CC=CC=1)C1C=CC=CC=1)[C@H:5]([NH:7][C:8]([O:10][C:11]([CH3:14])([CH3:13])[CH3:12])=[O:9])[CH3:6].CO.CCOC(C)=O. The catalyst is CO.[Pd]. The product is [CH3:1][O:2][C:3](=[O:35])[C@@H:4]([NH2:15])[C@H:5]([NH:7][C:8]([O:10][C:11]([CH3:13])([CH3:12])[CH3:14])=[O:9])[CH3:6]. The yield is 0.920. (5) The reactants are [Cl:1][C:2]1[CH:7]=[CH:6][C:5]([N:8]2[C:17](=[O:18])[C:16]3[C:11](=[CH:12][CH:13]=[CH:14][CH:15]=3)[N:10]=[C:9]2[C:19]2[CH:24]=[CH:23][C:22]([N+]([O-])=O)=[C:21](/[CH:28]=[CH:29]/[N:30](C)C)[CH:20]=2)=[CH:4][CH:3]=1.[OH-].[Na+]. The catalyst is CC(O)=O.[Zn]. The product is [Cl:1][C:2]1[CH:3]=[CH:4][C:5]([N:8]2[C:17](=[O:18])[C:16]3[C:11](=[CH:12][CH:13]=[CH:14][CH:15]=3)[N:10]=[C:9]2[C:19]2[CH:20]=[C:21]3[C:22](=[CH:23][CH:24]=2)[NH:30][CH:29]=[CH:28]3)=[CH:6][CH:7]=1. The yield is 0.390.